Dataset: Forward reaction prediction with 1.9M reactions from USPTO patents (1976-2016). Task: Predict the product of the given reaction. (1) Given the reactants S(Cl)(Cl)=O.[CH:5]1([CH2:8][C:9]([OH:11])=[O:10])[CH2:7][CH2:6]1.[Br:12]N1C(=O)CCC1=O.[CH2:20](O)[CH3:21], predict the reaction product. The product is: [Br:12][CH:8]([CH:5]1[CH2:7][CH2:6]1)[C:9]([O:11][CH2:20][CH3:21])=[O:10]. (2) Given the reactants [CH3:1][S:2]([CH2:5][CH2:6][OH:7])(=[O:4])=[O:3].ClCCl.[CH3:11][S:12](Cl)(=[O:14])=[O:13].C(N(CC)C(C)C)(C)C, predict the reaction product. The product is: [S:12]([O:7][CH2:6][CH2:5][S:2]([CH3:1])(=[O:4])=[O:3])(=[O:14])(=[O:13])[CH3:11]. (3) Given the reactants [F:1][C:2]1[CH:3]=[CH:4][C:5]([C:8]2[N:12]=[N:11][N:10]([CH3:13])[C:9]=2[CH2:14][O:15][C:16]2[N:21]=[N:20][C:19]([C:22]([OH:24])=O)=[CH:18][CH:17]=2)=[N:6][CH:7]=1.CN(C(ON1N=NC2C=CC=CC1=2)=[N+](C)C)C.[B-](F)(F)(F)F.CCN(C(C)C)C(C)C.[NH2:56][C:57]([CH3:61])([CH3:60])[CH2:58][OH:59], predict the reaction product. The product is: [OH:59][CH2:58][C:57]([NH:56][C:22]([C:19]1[N:20]=[N:21][C:16]([O:15][CH2:14][C:9]2[N:10]([CH3:13])[N:11]=[N:12][C:8]=2[C:5]2[CH:4]=[CH:3][C:2]([F:1])=[CH:7][N:6]=2)=[CH:17][CH:18]=1)=[O:24])([CH3:61])[CH3:60].